From a dataset of Catalyst prediction with 721,799 reactions and 888 catalyst types from USPTO. Predict which catalyst facilitates the given reaction. (1) Reactant: [NH2:1][C:2]1[CH:10]=[CH:9][C:5]([C:6](Cl)=[O:7])=[CH:4][CH:3]=1.[NH3:11]. Product: [NH2:1][C:2]1[CH:10]=[CH:9][C:5]([C:6]([NH2:11])=[O:7])=[CH:4][CH:3]=1. The catalyst class is: 7. (2) Reactant: F[C:2]1[CH:7]=[CH:6][C:5]([C:8]#[N:9])=[CH:4][C:3]=1[C:10]([C:12]1[CH:17]=[CH:16][C:15]([F:18])=[CH:14][CH:13]=1)=O.O.[NH2:20][NH2:21].NN. Product: [F:18][C:15]1[CH:16]=[CH:17][C:12]([C:10]2[C:3]3[C:2](=[CH:7][CH:6]=[C:5]([C:8]#[N:9])[CH:4]=3)[NH:21][N:20]=2)=[CH:13][CH:14]=1. The catalyst class is: 6. (3) Reactant: C([O:3][C:4](=[O:49])[CH:5]([NH:33][C:34]([C:36]1[CH:41]=[CH:40][CH:39]=[C:38]([C:42]2[CH:47]=[CH:46][C:45]([CH3:48])=[CH:44][CH:43]=2)[N:37]=1)=[O:35])[CH2:6][C:7]1[CH:12]=[CH:11][C:10]([C:13]2[N:17]=[C:16]([C:18]3[CH:23]=[CH:22][C:21]([NH:24][C:25]([O:27][C:28]([CH3:31])([CH3:30])[CH3:29])=[O:26])=[CH:20][CH:19]=3)[O:15][N:14]=2)=[C:9]([F:32])[CH:8]=1)C.C1(C)C=CC(C2N=C(C(O)=O)C=CC=2)=CC=1.C(OC(=O)C(N)CC1C=CC(C2N=C(C3C=CC(NC(OC(C)(C)C)=O)=CC=3)ON=2)=C(F)C=1)C.CN(C(ON1N=NC2C=CC=NC1=2)=[N+](C)C)C.F[P-](F)(F)(F)(F)F.CCN(CC)CC.C([O-])(O)=O.[Na+]. Product: [C:28]([O:27][C:25]([NH:24][C:21]1[CH:20]=[CH:19][C:18]([C:16]2[O:15][N:14]=[C:13]([C:10]3[CH:11]=[CH:12][C:7]([CH2:6][CH:5]([NH:33][C:34]([C:36]4[CH:41]=[CH:40][CH:39]=[C:38]([C:42]5[CH:47]=[CH:46][C:45]([CH3:48])=[CH:44][CH:43]=5)[N:37]=4)=[O:35])[C:4]([OH:49])=[O:3])=[CH:8][C:9]=3[F:32])[N:17]=2)=[CH:23][CH:22]=1)=[O:26])([CH3:31])([CH3:30])[CH3:29]. The catalyst class is: 4. (4) Reactant: C([Li])CCC.Br[C:7]1[CH:12]=[CH:11][C:10]([Cl:13])=[CH:9][N:8]=1.CN(C)[C:16](=[O:18])[CH3:17].[Cl-].[NH4+]. Product: [Cl:13][C:10]1[CH:11]=[CH:12][C:7]([C:16](=[O:18])[CH3:17])=[N:8][CH:9]=1. The catalyst class is: 757. (5) Reactant: [NH2:1][C:2]1[C:13]([O:14][C:15]2[CH:20]=[CH:19][CH:18]=[C:17]([O:21][Si](C(C)(C)C)(C)C)[CH:16]=2)=[CH:12][C:5]2[N:6]([CH3:11])[C:7](=[O:10])[N:8]([CH3:9])[C:4]=2[CH:3]=1.[F-].C([N+](CCCC)(CCCC)CCCC)CCC.Cl. Product: [NH2:1][C:2]1[C:13]([O:14][C:15]2[CH:20]=[CH:19][CH:18]=[C:17]([OH:21])[CH:16]=2)=[CH:12][C:5]2[N:6]([CH3:11])[C:7](=[O:10])[N:8]([CH3:9])[C:4]=2[CH:3]=1. The catalyst class is: 1. (6) Reactant: [H-].[Al+3].[Li+].[H-].[H-].[H-].[CH3:7][C:8]1[CH:9]=[C:10]([CH:13]=[CH:14][C:15]=1[S:16][CH3:17])[C:11]#[N:12].O.[OH-].[Na+]. Product: [CH3:7][C:8]1[CH:9]=[C:10]([CH:13]=[CH:14][C:15]=1[S:16][CH3:17])[CH2:11][NH2:12]. The catalyst class is: 1.